From a dataset of HIV replication inhibition screening data with 41,000+ compounds from the AIDS Antiviral Screen. Binary Classification. Given a drug SMILES string, predict its activity (active/inactive) in a high-throughput screening assay against a specified biological target. (1) The drug is Br.NCCOc1c2occc2cc2ccc(=O)oc12. The result is 0 (inactive). (2) The drug is CCCCCCCCCC=C(c1cc(Br)cc(C(=O)O)c1O)c1cc(Br)cc(C(=O)O)c1O.N. The result is 0 (inactive). (3) The drug is N#Cc1sc2nc3c(c(-c4ccccc4)c2c1N)CCCC3. The result is 0 (inactive). (4) The drug is CCOC(=O)C(C#N)=Cc1ccco1. The result is 0 (inactive). (5) The drug is COC1CC2CCC(C)C(O)(O2)C(=O)C(=O)N2CCCCC2C(=O)OC(C(C)CC2CCC(O)C(OC)C2)CC(=O)C(C)C=C(C)C(OC(=O)CN(C)C)C(OC)C(=O)C(C)CC(C)C=CC=CC=C1C.CS(=O)(=O)O. The result is 0 (inactive). (6) The molecule is O=c1[nH]c(=O)n(C2OC(CO)C(O)C2O)c(NNc2ccccc2)c1NNc1ccccc1. The result is 0 (inactive). (7) The drug is CC1(C)C(=NO)C2(OS(=O)(=O)C(F)(F)F)CCC1C2. The result is 0 (inactive). (8) The molecule is CC1=CC(=O)C2C(C)C(=O)C3C(C)(C(=O)C45OC(=O)CC3(C)C4(C)CCC34CC(C)CC(CN35)O4)C2C1. The result is 0 (inactive). (9) The compound is O=S(OO)c1cc(Cl)c(O)c(Cl)c1. The result is 0 (inactive). (10) The drug is COc1ccc2c(c1)CCC1C2CCC2(C)C(=O)C(=NO)CC12. The result is 0 (inactive).